From a dataset of Blood-brain barrier permeability classification from the B3DB database. Regression/Classification. Given a drug SMILES string, predict its absorption, distribution, metabolism, or excretion properties. Task type varies by dataset: regression for continuous measurements (e.g., permeability, clearance, half-life) or binary classification for categorical outcomes (e.g., BBB penetration, CYP inhibition). Dataset: b3db_classification. (1) The molecule is CCCCCCCC(=O)OCC(O)C(OC)C1OC(C(=O)O)=CC(N=C(N)N)C1NC(C)=O. The result is 0 (does not penetrate BBB). (2) The result is 1 (penetrates BBB). The drug is CCC(=O)C1(N2CCCCC2)CCN(CCCC(=O)c2ccc(F)cc2)CC1. (3) The compound is Cc1cc(C)cc(OCC2CNC(=O)O2)c1. The result is 1 (penetrates BBB). (4) The drug is OC(CCN1CCCCC1)(c1ccccc1)C1CC2C=CC1C2. The result is 1 (penetrates BBB).